From a dataset of NCI-60 drug combinations with 297,098 pairs across 59 cell lines. Regression. Given two drug SMILES strings and cell line genomic features, predict the synergy score measuring deviation from expected non-interaction effect. (1) Drug 1: CN1C(=O)N2C=NC(=C2N=N1)C(=O)N. Drug 2: CC(C)(C#N)C1=CC(=CC(=C1)CN2C=NC=N2)C(C)(C)C#N. Cell line: SW-620. Synergy scores: CSS=0.0320, Synergy_ZIP=-0.544, Synergy_Bliss=-2.79, Synergy_Loewe=-3.96, Synergy_HSA=-3.90. (2) Drug 1: C1=CC=C(C(=C1)C(C2=CC=C(C=C2)Cl)C(Cl)Cl)Cl. Drug 2: COC1=C2C(=CC3=C1OC=C3)C=CC(=O)O2. Cell line: OVCAR-5. Synergy scores: CSS=0.893, Synergy_ZIP=-0.209, Synergy_Bliss=0.254, Synergy_Loewe=-0.669, Synergy_HSA=-0.467. (3) Drug 2: N.N.Cl[Pt+2]Cl. Synergy scores: CSS=53.4, Synergy_ZIP=0.320, Synergy_Bliss=1.17, Synergy_Loewe=-37.3, Synergy_HSA=-1.27. Drug 1: CCC1=CC2CC(C3=C(CN(C2)C1)C4=CC=CC=C4N3)(C5=C(C=C6C(=C5)C78CCN9C7C(C=CC9)(C(C(C8N6C)(C(=O)OC)O)OC(=O)C)CC)OC)C(=O)OC.C(C(C(=O)O)O)(C(=O)O)O. Cell line: SK-MEL-2. (4) Drug 1: CCC1(CC2CC(C3=C(CCN(C2)C1)C4=CC=CC=C4N3)(C5=C(C=C6C(=C5)C78CCN9C7C(C=CC9)(C(C(C8N6C=O)(C(=O)OC)O)OC(=O)C)CC)OC)C(=O)OC)O.OS(=O)(=O)O. Drug 2: CC(C)CN1C=NC2=C1C3=CC=CC=C3N=C2N. Cell line: K-562. Synergy scores: CSS=60.9, Synergy_ZIP=-4.23, Synergy_Bliss=-11.7, Synergy_Loewe=-18.6, Synergy_HSA=-9.62. (5) Drug 1: C1=CC(=CC=C1C#N)C(C2=CC=C(C=C2)C#N)N3C=NC=N3. Drug 2: CC1CCC2CC(C(=CC=CC=CC(CC(C(=O)C(C(C(=CC(C(=O)CC(OC(=O)C3CCCCN3C(=O)C(=O)C1(O2)O)C(C)CC4CCC(C(C4)OC)OCCO)C)C)O)OC)C)C)C)OC. Cell line: DU-145. Synergy scores: CSS=1.29, Synergy_ZIP=-0.353, Synergy_Bliss=0.316, Synergy_Loewe=-5.65, Synergy_HSA=-2.93. (6) Drug 1: CN(C)C1=NC(=NC(=N1)N(C)C)N(C)C. Drug 2: CC(C)CN1C=NC2=C1C3=CC=CC=C3N=C2N. Cell line: LOX IMVI. Synergy scores: CSS=0.918, Synergy_ZIP=-2.52, Synergy_Bliss=-3.60, Synergy_Loewe=-1.99, Synergy_HSA=-2.00. (7) Drug 1: C1=C(C(=O)NC(=O)N1)F. Drug 2: CN(CCCl)CCCl.Cl. Cell line: HOP-62. Synergy scores: CSS=35.5, Synergy_ZIP=-10.6, Synergy_Bliss=-6.30, Synergy_Loewe=-4.53, Synergy_HSA=-4.53.